Regression. Given a peptide amino acid sequence and an MHC pseudo amino acid sequence, predict their binding affinity value. This is MHC class II binding data. From a dataset of Peptide-MHC class II binding affinity with 134,281 pairs from IEDB. (1) The peptide sequence is YKRTDIVEVDRDTAR. The MHC is HLA-DQA10201-DQB10301 with pseudo-sequence HLA-DQA10201-DQB10301. The binding affinity (normalized) is 0. (2) The peptide sequence is EKKYFAATQFEPLAN. The MHC is HLA-DQA10501-DQB10201 with pseudo-sequence HLA-DQA10501-DQB10201. The binding affinity (normalized) is 0.497. (3) The peptide sequence is ALGLVGAQAPATEEQ. The MHC is DRB1_0401 with pseudo-sequence DRB1_0401. The binding affinity (normalized) is 0. (4) The peptide sequence is GELQIFDKIDAAFKI. The MHC is DRB1_1101 with pseudo-sequence DRB1_1101. The binding affinity (normalized) is 0.580. (5) The peptide sequence is NCPNLSPREEPDDID. The MHC is HLA-DQA10201-DQB10303 with pseudo-sequence HLA-DQA10201-DQB10303. The binding affinity (normalized) is 0. (6) The peptide sequence is AMRDMAGRFEVHAQT. The MHC is HLA-DQA10501-DQB10301 with pseudo-sequence HLA-DQA10501-DQB10301. The binding affinity (normalized) is 0.323.